Dataset: Peptide-MHC class II binding affinity with 134,281 pairs from IEDB. Task: Regression. Given a peptide amino acid sequence and an MHC pseudo amino acid sequence, predict their binding affinity value. This is MHC class II binding data. (1) The peptide sequence is DLQMVIAGAKSKFPR. The MHC is DRB5_0101 with pseudo-sequence DRB5_0101. The binding affinity (normalized) is 0.950. (2) The peptide sequence is EKKYFAATQFEILAA. The MHC is DRB1_1602 with pseudo-sequence DRB1_1602. The binding affinity (normalized) is 0.632. (3) The peptide sequence is MYLGTCKTLTPLMSS. The MHC is DRB1_1201 with pseudo-sequence DRB1_1201. The binding affinity (normalized) is 0.471. (4) The peptide sequence is GWLCKMHTGIVRDKK. The MHC is H-2-IAd with pseudo-sequence H-2-IAd. The binding affinity (normalized) is 0.364. (5) The peptide sequence is YGNGILVGDNSFVSA. The MHC is DRB3_0202 with pseudo-sequence DRB3_0202. The binding affinity (normalized) is 0.626. (6) The peptide sequence is GQDYWDEETRKVKDN. The MHC is DRB1_0401 with pseudo-sequence DRB1_0401. The binding affinity (normalized) is 0.409. (7) The peptide sequence is AFMLAWNYGVPRVMS. The MHC is DRB1_0401 with pseudo-sequence DRB1_0401. The binding affinity (normalized) is 0.593.